Dataset: Catalyst prediction with 721,799 reactions and 888 catalyst types from USPTO. Task: Predict which catalyst facilitates the given reaction. (1) Reactant: [CH3:1][N:2]1[CH:6]=[C:5]([NH:7][C:8]([O:10][CH2:11][CH2:12][S:13][C:14]2[CH:19]=[CH:18][C:17]([C:20]([F:23])([F:22])[F:21])=[CH:16][CH:15]=2)=[O:9])[CH:4]=[C:3]1[C:24]([O:26]C)=[O:25].[Li+].[OH-].Cl. Product: [CH3:1][N:2]1[CH:6]=[C:5]([NH:7][C:8]([O:10][CH2:11][CH2:12][S:13][C:14]2[CH:15]=[CH:16][C:17]([C:20]([F:23])([F:21])[F:22])=[CH:18][CH:19]=2)=[O:9])[CH:4]=[C:3]1[C:24]([OH:26])=[O:25]. The catalyst class is: 20. (2) Reactant: [F:1][C:2]1[CH:3]=[C:4]([NH:12][C:13](=[O:19])[O:14][C:15]([CH3:18])([CH3:17])[CH3:16])[CH:5]=[CH:6][C:7]=1[C:8]([F:11])([F:10])[F:9].[Li]CCCC.[I:25]I.[NH4+].[Cl-].OS([O-])=O.[Na+]. Product: [F:1][C:2]1[C:3]([I:25])=[C:4]([NH:12][C:13](=[O:19])[O:14][C:15]([CH3:16])([CH3:18])[CH3:17])[CH:5]=[CH:6][C:7]=1[C:8]([F:11])([F:10])[F:9]. The catalyst class is: 1. (3) Reactant: [CH3:1][C:2]1[N:7]2[N:8]=[N:9][N:10]=[C:6]2[C:5]2[N:11]=[C:12]([CH2:29][CH2:30][CH3:31])[N:13]([CH2:14][CH2:15][CH2:16][S:17]([C:20]3[CH:28]=[CH:27][C:23]([C:24]([OH:26])=O)=[CH:22][CH:21]=3)(=[O:19])=[O:18])[C:4]=2[C:3]=1[CH3:32].C(Cl)(=O)C(Cl)=O.[NH:39]1[CH2:44][CH2:43][O:42][CH2:41][CH2:40]1. Product: [CH3:1][C:2]1[N:7]2[N:8]=[N:9][N:10]=[C:6]2[C:5]2[N:11]=[C:12]([CH2:29][CH2:30][CH3:31])[N:13]([CH2:14][CH2:15][CH2:16][S:17]([C:20]3[CH:28]=[CH:27][C:23]([C:24]([N:39]4[CH2:44][CH2:43][O:42][CH2:41][CH2:40]4)=[O:26])=[CH:22][CH:21]=3)(=[O:19])=[O:18])[C:4]=2[C:3]=1[CH3:32]. The catalyst class is: 4. (4) Reactant: C[Al](C)C.Cl.[CH3:6][NH:7][O:8][CH3:9].[CH3:10][C:11]1[CH:20]=[CH:19][C:18]2[C:13](=[CH:14][CH:15]=[CH:16][C:17]=2[CH:21]2[CH2:26][CH2:25][N:24]([CH2:27][CH2:28][C:29]3[C:38]4[O:37][CH2:36][C:35]5=[C:39]([C:42](OCC)=[O:43])[N:40]=[CH:41][N:34]5[C:33]=4[CH:32]=[CH:31][CH:30]=3)[CH2:23][CH2:22]2)[N:12]=1.[OH-].[Na+]. Product: [CH3:6][N:7]([O:8][CH3:9])[C:42]([C:39]1[N:40]=[CH:41][N:34]2[C:33]3[CH:32]=[CH:31][CH:30]=[C:29]([CH2:28][CH2:27][N:24]4[CH2:25][CH2:26][CH:21]([C:17]5[CH:16]=[CH:15][CH:14]=[C:13]6[C:18]=5[CH:19]=[CH:20][C:11]([CH3:10])=[N:12]6)[CH2:22][CH2:23]4)[C:38]=3[O:37][CH2:36][C:35]=12)=[O:43]. The catalyst class is: 2. (5) Reactant: [Cl:1][C:2]1[CH:7]=[CH:6][CH:5]=[C:4]([Cl:8])[C:3]=1[C:9]1[C:13]([CH2:14][O:15][C:16]2[CH:17]=[C:18]3[C:22](=[CH:23][CH:24]=2)[N:21]([CH2:25][C:26]2[S:27][CH:28]=[C:29]([C:31]([O:33]C)=[O:32])[N:30]=2)[CH:20]=[CH:19]3)=[C:12]([CH:35]([CH3:37])[CH3:36])[O:11][N:10]=1.[OH-].[Na+]. Product: [Cl:8][C:4]1[CH:5]=[CH:6][CH:7]=[C:2]([Cl:1])[C:3]=1[C:9]1[C:13]([CH2:14][O:15][C:16]2[CH:17]=[C:18]3[C:22](=[CH:23][CH:24]=2)[N:21]([CH2:25][C:26]2[S:27][CH:28]=[C:29]([C:31]([OH:33])=[O:32])[N:30]=2)[CH:20]=[CH:19]3)=[C:12]([CH:35]([CH3:37])[CH3:36])[O:11][N:10]=1. The catalyst class is: 83.